Dataset: Full USPTO retrosynthesis dataset with 1.9M reactions from patents (1976-2016). Task: Predict the reactants needed to synthesize the given product. (1) Given the product [CH3:25][O:26][C:27]1[C:32]2[N:33]=[C:34]([NH:36][C:43](=[O:46])[C:12]3[CH:13]=[CH:14][N:15]=[C:10]([N:9]4[CH2:54][CH2:53][O:52][CH2:51][CH2:50]4)[CH:11]=3)[O:35][C:31]=2[C:30]([N:37]2[CH2:42][CH2:41][O:40][CH2:39][CH2:38]2)=[CH:29][CH:28]=1, predict the reactants needed to synthesize it. The reactants are: CN(C(O[N:9]1N=N[C:11]2[CH:12]=[CH:13][CH:14]=[N:15][C:10]1=2)=[N+](C)C)C.F[P-](F)(F)(F)(F)F.[CH3:25][O:26][C:27]1[C:32]2[N:33]=[C:34]([NH2:36])[O:35][C:31]=2[C:30]([N:37]2[CH2:42][CH2:41][O:40][CH2:39][CH2:38]2)=[CH:29][CH:28]=1.[C:43](=[O:46])([O-])[O-].[Cs+].[Cs+].N1[CH2:54][CH2:53][O:52][CH2:51][CH2:50]1. (2) Given the product [CH2:1]([O:3][C:4]([C:6]1[CH:7]=[N:8][C:9]2[C:14]([C:15]=1[NH:31][C:30]1[CH:29]=[CH:28][C:27]([O:20][C:21]3[CH:26]=[CH:25][CH:24]=[CH:23][CH:22]=3)=[CH:33][CH:32]=1)=[CH:13][CH:12]=[CH:11][C:10]=2[NH2:17])=[O:5])[CH3:2], predict the reactants needed to synthesize it. The reactants are: [CH2:1]([O:3][C:4]([C:6]1[CH:7]=[N:8][C:9]2[C:14]([C:15]=1Cl)=[CH:13][CH:12]=[CH:11][C:10]=2[N+:17]([O-])=O)=[O:5])[CH3:2].[O:20]([C:27]1[CH:33]=[CH:32][C:30]([NH2:31])=[CH:29][CH:28]=1)[C:21]1[CH:26]=[CH:25][CH:24]=[CH:23][CH:22]=1. (3) Given the product [O:18]=[C:17]1[C@H:12]([NH:11][C:9](=[O:10])[O:8][CH2:1][C:2]2[CH:3]=[CH:4][CH:5]=[CH:6][CH:7]=2)[CH2:13][C:14](=[O:16])[O:19]1, predict the reactants needed to synthesize it. The reactants are: [CH2:1]([O:8][C:9]([NH:11][C@@H:12]([C:17]([OH:19])=[O:18])[CH2:13][C:14]([OH:16])=O)=[O:10])[C:2]1[CH:7]=[CH:6][CH:5]=[CH:4][CH:3]=1.S(Cl)(Cl)=O. (4) Given the product [C:20]([O:1][C:2]1[CH:11]=[C:10]2[C:5]([C:6]([CH3:13])=[CH:7][C:8](=[O:12])[O:9]2)=[CH:4][CH:3]=1)#[C:21][CH3:22], predict the reactants needed to synthesize it. The reactants are: [OH:1][C:2]1[CH:11]=[C:10]2[C:5]([C:6]([CH3:13])=[CH:7][C:8](=[O:12])[O:9]2)=[CH:4][CH:3]=1.C([O-])([O-])=O.[K+].[K+].[CH2:20](Br)[C:21]#[CH:22]. (5) Given the product [F:1][C:2]([F:34])([F:33])[C:3]1[CH:28]=[C:27]([C:29]([F:31])([F:32])[F:30])[CH:26]=[CH:25][C:4]=1[CH2:5][N:6]1[C:14]2[C:9](=[CH:10][C:11]([CH:15]=[C:16]3[S:20][C:19]([N:44]([CH:40]4[CH2:39][CH:38]([CH2:37][O:36][CH3:35])[N:42]([CH3:43])[CH2:41]4)[CH3:45])=[N:18][C:17]3=[O:24])=[CH:12][CH:13]=2)[CH:8]=[N:7]1, predict the reactants needed to synthesize it. The reactants are: [F:1][C:2]([F:34])([F:33])[C:3]1[CH:28]=[C:27]([C:29]([F:32])([F:31])[F:30])[CH:26]=[CH:25][C:4]=1[CH2:5][N:6]1[C:14]2[C:9](=[CH:10][C:11]([CH:15]=[C:16]3[S:20][C:19](SCC)=[N:18][C:17]3=[O:24])=[CH:12][CH:13]=2)[CH:8]=[N:7]1.[CH3:35][O:36][CH2:37][CH:38]1[N:42]([CH3:43])[CH2:41][CH:40]([NH:44][CH3:45])[CH2:39]1. (6) Given the product [C:1]([O:5][C:6]([N:8]([CH3:35])[CH2:9][C:10]([NH:12][CH2:13][CH2:14][CH2:15][P+:16]([C:17]1[CH:22]=[CH:21][CH:20]=[CH:19][CH:18]=1)([C:29]1[CH:34]=[CH:33][CH:32]=[CH:31][CH:30]=1)[C:23]1[CH:24]=[CH:25][CH:26]=[CH:27][CH:28]=1)=[O:11])=[O:7])([CH3:3])([CH3:4])[CH3:2].[Cl-:37], predict the reactants needed to synthesize it. The reactants are: [C:1]([O:5][C:6]([N:8]([CH3:35])[CH2:9][C:10]([NH:12][CH2:13][CH2:14][CH2:15][P+:16]([C:29]1[CH:34]=[CH:33][CH:32]=[CH:31][CH:30]=1)([C:23]1[CH:28]=[CH:27][CH:26]=[CH:25][CH:24]=1)[C:17]1[CH:22]=[CH:21][CH:20]=[CH:19][CH:18]=1)=[O:11])=[O:7])([CH3:4])([CH3:3])[CH3:2].[Br-].[Cl-:37].[Li+].